This data is from Full USPTO retrosynthesis dataset with 1.9M reactions from patents (1976-2016). The task is: Predict the reactants needed to synthesize the given product. (1) Given the product [CH:1]1([C:6]2[CH:15]=[CH:14][C:9]([CH2:10][OH:11])=[CH:8][C:7]=2[C:16]([F:17])([F:18])[F:19])[CH2:2][CH2:3][CH2:4][CH2:5]1, predict the reactants needed to synthesize it. The reactants are: [CH:1]1([C:6]2[CH:15]=[CH:14][C:9]([C:10](OC)=[O:11])=[CH:8][C:7]=2[C:16]([F:19])([F:18])[F:17])[CH2:5][CH2:4][CH2:3][CH2:2]1.[BH4-].[Li+]. (2) Given the product [ClH:1].[ClH:28].[Cl:28][C:29]1[CH:34]=[C:33]([C:2]2[N:3]=[C:4]3[C:9](=[CH:10][CH:11]=2)[N:8]=[CH:7][C:6]([C:12](=[O:14])[CH3:13])=[C:5]3[NH:15][C@H:16]2[CH2:21][CH2:20][C@H:19]([CH2:22][N:23]([CH2:25][CH2:26][OH:27])[CH3:24])[CH2:18][CH2:17]2)[CH:32]=[C:31]([F:44])[C:30]=1[OH:45], predict the reactants needed to synthesize it. The reactants are: [Cl:1][C:2]1[N:3]=[C:4]2[C:9](=[CH:10][CH:11]=1)[N:8]=[CH:7][C:6]([C:12](=[O:14])[CH3:13])=[C:5]2[NH:15][CH:16]1[CH2:21][CH2:20][CH:19]([CH2:22][N:23]([CH2:25][CH2:26][OH:27])[CH3:24])[CH2:18][CH2:17]1.[Cl:28][C:29]1[CH:34]=[C:33](B2OC(C)(C)C(C)(C)O2)[CH:32]=[C:31]([F:44])[C:30]=1[OH:45].C1(N)C(F)=C(F)C(F)=C(N)C=1F.Cl.Cl. (3) Given the product [C:10]([N:14]1[CH:6]=[C:5]([CH:4]([O:7][CH2:8][CH3:9])[O:3][CH2:1][CH3:2])[N:16]=[N:15]1)([CH3:13])([CH3:12])[CH3:11], predict the reactants needed to synthesize it. The reactants are: [CH2:1]([O:3][CH:4]([O:7][CH2:8][CH3:9])[C:5]#[CH:6])[CH3:2].[C:10]([N:14]=[N+:15]=[N-:16])([CH3:13])([CH3:12])[CH3:11].C(=O)(O)[O-].[Na+].O=C1O[C@H]([C@H](CO)O)C([O-])=C1O.[Na+].[O-][Mn](=O)(=O)=O.[K+].C(N(CC(O)=O)CC(O)=O)CN(CC(O)=O)CC(O)=O. (4) Given the product [Br:8][C:7]1[C:2]2[N:3]([N:31]=[C:24]([C:25]3[CH:30]=[CH:29][CH:28]=[CH:27][CH:26]=3)[N:1]=2)[CH:4]=[CH:5][CH:6]=1, predict the reactants needed to synthesize it. The reactants are: [NH2:1][C:2]1[C:7]([Br:8])=[CH:6][CH:5]=[CH:4][N:3]=1.O.N1C2C(=CC=C3C=2N=CC=C3)C=CC=1.[C:24](#[N:31])[C:25]1[CH:30]=[CH:29][CH:28]=[CH:27][CH:26]=1. (5) Given the product [F:12][CH2:13][C:14](=[O:15])[C:6]#[C:5][Si:2]([CH3:4])([CH3:3])[CH3:1], predict the reactants needed to synthesize it. The reactants are: [CH3:1][Si:2]([C:5]#[CH:6])([CH3:4])[CH3:3].[Li]CCCC.[F:12][CH2:13][C:14](OCC)=[O:15].[Cl-].[NH4+]. (6) The reactants are: Cl[C:2]1[CH:7]=[CH:6][N:5]2[C:8]([C:11]3[CH:16]=[CH:15][CH:14]=[CH:13][CH:12]=3)=[CH:9][N:10]=[C:4]2[C:3]=1[C:17]#[N:18].C([O-])([O-])=O.[K+].[K+].C1([CH:31]([B-](F)(F)F)[N:32]2[CH2:37][CH2:36][CH2:35][CH2:34][CH2:33]2)C=CC=CC=1.[K+]. Given the product [C:11]1([C:8]2[N:5]3[CH:6]=[CH:7][C:2]([CH2:31][N:32]4[CH2:33][CH2:34][CH:35]([C:11]5[CH:16]=[CH:15][CH:14]=[CH:13][CH:12]=5)[CH2:36][CH2:37]4)=[C:3]([C:17]#[N:18])[C:4]3=[N:10][CH:9]=2)[CH:16]=[CH:15][CH:14]=[CH:13][CH:12]=1, predict the reactants needed to synthesize it. (7) Given the product [Cl:1][C:2]1[CH:7]=[CH:6][C:5]([CH2:8][N:12]2[CH2:13][CH:11]2[CH3:10])=[CH:4][N:3]=1, predict the reactants needed to synthesize it. The reactants are: [Cl:1][C:2]1[CH:7]=[CH:6][C:5]([CH2:8]Cl)=[CH:4][N:3]=1.[CH3:10][CH:11]1[CH2:13][NH:12]1.C(=O)([O-])[O-].[K+].[K+].